Dataset: Retrosynthesis with 50K atom-mapped reactions and 10 reaction types from USPTO. Task: Predict the reactants needed to synthesize the given product. The reactants are: CCOC(=O)c1ccc(-c2ccc(OCCCO[Si](C)(C)C(C)(C)C)c(-c3ccc(N(CC)CC)c(CC)c3)c2)cc1. Given the product CCOC(=O)c1ccc(-c2ccc(OCCCO)c(-c3ccc(N(CC)CC)c(CC)c3)c2)cc1, predict the reactants needed to synthesize it.